This data is from Full USPTO retrosynthesis dataset with 1.9M reactions from patents (1976-2016). The task is: Predict the reactants needed to synthesize the given product. (1) Given the product [NH:10]1[CH2:11][CH2:12][CH2:13][C@@H:8]([C:6]([N:1]2[CH2:2][CH2:3][CH2:4][CH2:5]2)=[O:7])[CH2:9]1, predict the reactants needed to synthesize it. The reactants are: [N:1]1([C:6]([C@@H:8]2[CH2:13][CH2:12][CH2:11][N:10](C(OC(C)(C)C)=O)[CH2:9]2)=[O:7])[CH2:5][CH2:4][CH2:3][CH2:2]1.ClCCl.Cl. (2) Given the product [Br:1][C:2]1[CH:23]=[C:22]([F:24])[CH:21]=[CH:20][C:3]=1[O:4][CH:5]1[CH2:10][CH2:9][N:8]([C:11]2[S:15][C:14]([C:16]3[N:17]=[C:25]([CH2:26][OH:27])[O:19][N:18]=3)=[N:13][N:12]=2)[CH2:7][CH2:6]1, predict the reactants needed to synthesize it. The reactants are: [Br:1][C:2]1[CH:23]=[C:22]([F:24])[CH:21]=[CH:20][C:3]=1[O:4][CH:5]1[CH2:10][CH2:9][N:8]([C:11]2[S:15][C:14]([C:16](=[N:18][OH:19])[NH2:17])=[N:13][N:12]=2)[CH2:7][CH2:6]1.[C:25](OCC)(=O)[CH2:26][OH:27]. (3) Given the product [CH2:35]([O:37][C:38](=[O:42])[C@@H:39]([NH:40][C:30]([C:27]1[CH:26]=[CH:25][C:24]([C:21]2[CH:20]=[CH:19][C:18]([C@@H:10]([C:11]3[CH:16]=[CH:15][CH:14]=[CH:13][C:12]=3[CH3:17])[CH2:9][C:8]([C:6]3[CH:5]=[CH:4][N:3]=[C:2]([CH3:1])[CH:7]=3)=[O:33])=[CH:23][CH:22]=2)=[CH:29][CH:28]=1)=[O:31])[CH3:41])[CH3:36], predict the reactants needed to synthesize it. The reactants are: [CH3:1][C:2]1[CH:7]=[C:6]([C:8](=[O:33])[CH2:9][C@@H:10]([C:18]2[CH:23]=[CH:22][C:21]([C:24]3[CH:29]=[CH:28][C:27]([C:30](O)=[O:31])=[CH:26][CH:25]=3)=[CH:20][CH:19]=2)[C:11]2[CH:16]=[CH:15][CH:14]=[CH:13][C:12]=2[CH3:17])[CH:5]=[CH:4][N:3]=1.Cl.[CH2:35]([O:37][C:38](=[O:42])[C@H:39]([CH3:41])[NH2:40])[CH3:36]. (4) Given the product [F:1][C:2]([F:13])([F:14])[C:3]1[CH:11]=[CH:10][CH:9]=[C:8]2[C:4]=1[CH2:5][CH2:6][C@@H:7]2[OH:12], predict the reactants needed to synthesize it. The reactants are: [F:1][C:2]([F:14])([F:13])[C:3]1[CH:11]=[CH:10][CH:9]=[C:8]2[C:4]=1[CH2:5][CH2:6][C:7]2=[O:12].C(N(CC)CC)C.C(O)=O.